From a dataset of Forward reaction prediction with 1.9M reactions from USPTO patents (1976-2016). Predict the product of the given reaction. (1) Given the reactants [OH:1][C:2]1[CH:7]=[C:6]([Br:8])[CH:5]=[CH:4][N:3]=1.[OH-].[K+].[C:11]([N:18]1[CH2:23][CH2:22][CH2:21][CH:20]([CH2:24]Br)[CH2:19]1)([O:13][C:14]([CH3:17])([CH3:16])[CH3:15])=[O:12].O, predict the reaction product. The product is: [Br:8][C:6]1[CH:5]=[CH:4][N:3]([CH2:24][CH:20]2[CH2:21][CH2:22][CH2:23][N:18]([C:11]([O:13][C:14]([CH3:15])([CH3:17])[CH3:16])=[O:12])[CH2:19]2)[C:2](=[O:1])[CH:7]=1. (2) Given the reactants [CH2:1]([CH:4]([CH2:10][CH2:11][CH3:12])[CH2:5][CH2:6][CH2:7][CH:8]=[CH2:9])[CH2:2][CH3:3].ClC1C=C(C=CC=1)C(OO)=[O:18], predict the reaction product. The product is: [CH2:10]([CH:4]([CH2:1][CH2:2][CH3:3])[CH2:5][CH2:6][CH2:7][CH:8]1[CH2:9][O:18]1)[CH2:11][CH3:12].